From a dataset of Forward reaction prediction with 1.9M reactions from USPTO patents (1976-2016). Predict the product of the given reaction. Given the reactants Br[C:2]1[C:3]2[N:4]([CH:8]=[C:9]([CH2:11][CH2:12][C:13]#[C:14][C:15]3[CH:20]=[CH:19][CH:18]=[C:17]([CH2:21][F:22])[N:16]=3)[N:10]=2)[CH:5]=[CH:6][CH:7]=1.[C:23]1(B(O)O)[CH:28]=[CH:27][CH:26]=[CH:25][CH:24]=1.[O-]P([O-])([O-])=O.[K+].[K+].[K+], predict the reaction product. The product is: [F:22][CH2:21][C:17]1[N:16]=[C:15]([C:14]#[C:13][CH2:12][CH2:11][C:9]2[N:10]=[C:3]3[C:2]([C:23]4[CH:28]=[CH:27][CH:26]=[CH:25][CH:24]=4)=[CH:7][CH:6]=[CH:5][N:4]3[CH:8]=2)[CH:20]=[CH:19][CH:18]=1.